This data is from Acute oral toxicity (LD50) regression data from Zhu et al.. The task is: Regression/Classification. Given a drug SMILES string, predict its toxicity properties. Task type varies by dataset: regression for continuous values (e.g., LD50, hERG inhibition percentage) or binary classification for toxic/non-toxic outcomes (e.g., AMES mutagenicity, cardiotoxicity, hepatotoxicity). Dataset: ld50_zhu. (1) The drug is CC(C)(C)c1ccc(C(=O)OCC(Cl)(Cl)Cl)o1. The rat oral LD50 is 1.87, given as -log10 of the dose in mol/kg body weight (higher means more acutely toxic). (2) The rat oral LD50 is 2.63, given as -log10 of the dose in mol/kg body weight (higher means more acutely toxic). The drug is Nc1ccc(Cl)c([N+](=O)[O-])c1. (3) The compound is O=C(O)c1cc(-c2ccc(F)cc2F)ccc1O. The rat oral LD50 is 2.81, given as -log10 of the dose in mol/kg body weight (higher means more acutely toxic). (4) The molecule is CC(=O)OC1c2cccc(O)c2C(=O)c2c(O)cccc21. The rat oral LD50 is 2.91, given as -log10 of the dose in mol/kg body weight (higher means more acutely toxic). (5) The rat oral LD50 is 1.97, given as -log10 of the dose in mol/kg body weight (higher means more acutely toxic). The compound is CCCC(C)(C)C(=O)Nc1ccc(Cl)cc1. (6) The drug is CO[Si](CCl)(OC)OC. The rat oral LD50 is 2.53, given as -log10 of the dose in mol/kg body weight (higher means more acutely toxic). (7) The compound is OC(Nc1nccs1)C(Cl)(Cl)Cl. The rat oral LD50 is 2.00, given as -log10 of the dose in mol/kg body weight (higher means more acutely toxic).